Task: Predict the reactants needed to synthesize the given product.. Dataset: Full USPTO retrosynthesis dataset with 1.9M reactions from patents (1976-2016) (1) Given the product [CH3:13][O:12][C:3]1[CH:4]=[C:5]2[C:10](=[CH:11][C:2]=1[C:16]1[CH:15]=[N:14][CH:19]=[CH:18][CH:17]=1)[CH:9]=[N:8][CH:7]=[CH:6]2, predict the reactants needed to synthesize it. The reactants are: Br[C:2]1[CH:11]=[C:10]2[C:5]([CH:6]=[CH:7][N:8]=[CH:9]2)=[CH:4][C:3]=1[O:12][CH3:13].[N:14]1[CH:19]=[CH:18][CH:17]=[C:16](B(O)O)[CH:15]=1.C(=O)([O-])[O-].[K+].[K+]. (2) The reactants are: [O:1]=[S:2]1(=[O:38])[CH2:7][CH2:6][N:5]([C:8]2[CH:9]=[C:10]([C:15]3[N:16]=[C:17]4[C:23]([C:24](=[O:29])[C:25]([CH3:28])([CH3:27])[CH3:26])=[CH:22][N:21]([CH2:30][O:31][CH2:32][CH2:33][Si:34]([CH3:37])([CH3:36])[CH3:35])[C:18]4=[N:19][CH:20]=3)[CH:11]=[C:12]([OH:14])[CH:13]=2)[CH2:4][CH2:3]1.[CH3:39][C:40]1([CH3:47])[O:44][CH:43]([CH2:45]O)[CH2:42][O:41]1.CSCCO. Given the product [CH3:39][C:40]1([CH3:47])[O:44][CH:43]([CH2:45][O:14][C:12]2[CH:11]=[C:10]([C:15]3[N:16]=[C:17]4[C:23]([C:24](=[O:29])[C:25]([CH3:28])([CH3:26])[CH3:27])=[CH:22][N:21]([CH2:30][O:31][CH2:32][CH2:33][Si:34]([CH3:37])([CH3:36])[CH3:35])[C:18]4=[N:19][CH:20]=3)[CH:9]=[C:8]([N:5]3[CH2:4][CH2:3][S:2](=[O:1])(=[O:38])[CH2:7][CH2:6]3)[CH:13]=2)[CH2:42][O:41]1, predict the reactants needed to synthesize it. (3) Given the product [Br:1][C:2]1[CH:3]=[CH:4][C:5]2[N:9]=[C:8]([CH:10]3[CH2:13][CH:12]([CH:14]=[N:19][OH:20])[CH2:11]3)[N:7]([CH3:16])[C:6]=2[CH:17]=1, predict the reactants needed to synthesize it. The reactants are: [Br:1][C:2]1[CH:3]=[CH:4][C:5]2[N:9]=[C:8]([CH:10]3[CH2:13][CH:12]([CH:14]=O)[CH2:11]3)[N:7]([CH3:16])[C:6]=2[CH:17]=1.Cl.[NH2:19][OH:20]. (4) Given the product [CH3:13][S:12][C:4]1[N:3]=[C:2]([C:19]2[CH:20]=[CH:21][C:16]([S:15][CH3:14])=[CH:17][CH:18]=2)[CH:7]=[C:6]([C:8]([F:11])([F:10])[F:9])[N:5]=1, predict the reactants needed to synthesize it. The reactants are: Cl[C:2]1[CH:7]=[C:6]([C:8]([F:11])([F:10])[F:9])[N:5]=[C:4]([S:12][CH3:13])[N:3]=1.[CH3:14][S:15][C:16]1[CH:21]=[CH:20][C:19](B(O)O)=[CH:18][CH:17]=1.C(=O)([O-])[O-].[Na+].[Na+].